The task is: Regression. Given two drug SMILES strings and cell line genomic features, predict the synergy score measuring deviation from expected non-interaction effect.. This data is from NCI-60 drug combinations with 297,098 pairs across 59 cell lines. (1) Drug 1: C1=C(C(=O)NC(=O)N1)F. Drug 2: CN1C(=O)N2C=NC(=C2N=N1)C(=O)N. Cell line: SNB-19. Synergy scores: CSS=31.7, Synergy_ZIP=2.99, Synergy_Bliss=2.82, Synergy_Loewe=-7.73, Synergy_HSA=1.38. (2) Drug 1: COC1=C(C=C2C(=C1)N=CN=C2NC3=CC(=C(C=C3)F)Cl)OCCCN4CCOCC4. Cell line: ACHN. Drug 2: CC1CCCC2(C(O2)CC(NC(=O)CC(C(C(=O)C(C1O)C)(C)C)O)C(=CC3=CSC(=N3)C)C)C. Synergy scores: CSS=45.5, Synergy_ZIP=2.81, Synergy_Bliss=2.72, Synergy_Loewe=1.47, Synergy_HSA=1.49. (3) Drug 1: CC(C)(C#N)C1=CC(=CC(=C1)CN2C=NC=N2)C(C)(C)C#N. Drug 2: C1C(C(OC1N2C=NC3=C2NC=NCC3O)CO)O. Cell line: SNB-75. Synergy scores: CSS=1.20, Synergy_ZIP=-1.12, Synergy_Bliss=-2.79, Synergy_Loewe=-0.388, Synergy_HSA=-1.77. (4) Drug 1: CS(=O)(=O)OCCCCOS(=O)(=O)C. Synergy scores: CSS=7.78, Synergy_ZIP=-0.0418, Synergy_Bliss=-1.49, Synergy_Loewe=-11.9, Synergy_HSA=-3.44. Cell line: SK-MEL-2. Drug 2: C(CN)CNCCSP(=O)(O)O. (5) Drug 1: C1=NC2=C(N=C(N=C2N1C3C(C(C(O3)CO)O)O)F)N. Drug 2: CN1C(=O)N2C=NC(=C2N=N1)C(=O)N. Cell line: TK-10. Synergy scores: CSS=14.2, Synergy_ZIP=-1.57, Synergy_Bliss=3.79, Synergy_Loewe=-3.63, Synergy_HSA=1.61.